From a dataset of Reaction yield outcomes from USPTO patents with 853,638 reactions. Predict the reaction yield, written as a fraction of the theoretical maximum amount of product (1.0 means a 100% yield; for example, 0.34 means a 34% yield). (1) The reactants are [N:1]1[CH:9]=[C:8]2[C:4]([N:5]([CH2:10][C:11]3[CH:21]=[CH:20][C:14]4[N:15]=[C:16]([S:18][CH3:19])[O:17][C:13]=4[CH:12]=3)[CH:6]=[N:7]2)=[N:3][CH:2]=1.C1C=C(Cl)C=C(C(OO)=[O:30])C=1. The catalyst is C(Cl)Cl. The product is [N:1]1[CH:9]=[C:8]2[C:4]([N:5]([CH2:10][C:11]3[CH:21]=[CH:20][C:14]4[N:15]=[C:16]([S:18]([CH3:19])=[O:30])[O:17][C:13]=4[CH:12]=3)[CH:6]=[N:7]2)=[N:3][CH:2]=1. The yield is 0.339. (2) The reactants are [OH:1][C:2]1[CH:11]=[CH:10][C:5]([C:6]([O:8][CH3:9])=[O:7])=[CH:4][C:3]=1[CH:12]=C.[C:14]1(P([C:14]2[CH:19]=CC=[CH:16][CH:15]=2)[C:14]2[CH:19]=CC=[CH:16][CH:15]=2)[CH:19]=CC=[CH:16][CH:15]=1.CC([OH:37])C=C. The catalyst is C1COCC1. The product is [CH:12]([C:3]1[CH:4]=[C:5]([CH:10]=[CH:11][C:2]=1[O:1][CH:14]([CH3:19])[CH:15]=[CH2:16])[C:6]([O:8][CH3:9])=[O:7])=[O:37]. The yield is 0.690. (3) The reactants are Cl[C:2]1[C:3]([N+:9]([O-:11])=[O:10])=[C:4]([CH:6]=[CH:7][CH:8]=1)[NH2:5].[NH:12]1[CH2:17][CH2:16][CH2:15][CH2:14][CH2:13]1.C([O-])([O-])=O.[K+].[K+]. The catalyst is CN(C=O)C.CCOC(C)=O. The product is [N+:9]([C:3]1[C:2]([N:12]2[CH2:17][CH2:16][CH2:15][CH2:14][CH2:13]2)=[CH:8][CH:7]=[CH:6][C:4]=1[NH2:5])([O-:11])=[O:10]. The yield is 0.703. (4) The reactants are [Cl:1][C:2]1[CH:7]=[CH:6][C:5]([NH2:8])=[C:4](I)[CH:3]=1.[Cl:10][C:11]1[CH:16]=[CH:15][CH:14]=[CH:13][C:12]=1[C:17]#[CH:18].C(NCC)C. The catalyst is CN(C)C=O.Cl[Pd](Cl)([P](C1C=CC=CC=1)(C1C=CC=CC=1)C1C=CC=CC=1)[P](C1C=CC=CC=1)(C1C=CC=CC=1)C1C=CC=CC=1.[Cu]I. The product is [Cl:1][C:2]1[CH:7]=[CH:6][C:5]([NH2:8])=[C:4]([C:18]#[C:17][C:12]2[CH:13]=[CH:14][CH:15]=[CH:16][C:11]=2[Cl:10])[CH:3]=1. The yield is 0.620. (5) The reactants are [CH3:1][C:2]1[C:3]([C:11]2[S:15][C:14]([C:16]([OH:18])=O)=[CH:13][CH:12]=2)=[N:4][O:5][C:6]=1[C:7]([F:10])([F:9])[F:8].[Cl:19][C:20]1[CH:26]=[CH:25][CH:24]=[CH:23][C:21]=1[NH2:22]. No catalyst specified. The product is [Cl:19][C:20]1[CH:26]=[CH:25][CH:24]=[CH:23][C:21]=1[NH:22][C:16]([C:14]1[S:15][C:11]([C:3]2[C:2]([CH3:1])=[C:6]([C:7]([F:8])([F:9])[F:10])[O:5][N:4]=2)=[CH:12][CH:13]=1)=[O:18]. The yield is 0.430. (6) The yield is 0.690. The product is [N:30]1[C:22]([C:21]2[N:20]=[C:19]([C:40]3[CH2:45][CH2:44][N:43]([C:46]([O:48][C:49]([CH3:52])([CH3:51])[CH3:50])=[O:47])[CH2:42][CH:41]=3)[CH:18]=[N:17][C:16]=2[N:8]([C:9]([O:10][C:11]([CH3:14])([CH3:13])[CH3:12])=[O:15])[C:6]([O:5][C:1]([CH3:4])([CH3:3])[CH3:2])=[O:7])=[N:23][N:24]2[CH:29]=[CH:28][CH:27]=[CH:26][C:25]=12. The reactants are [C:1]([O:5][C:6]([N:8]([C:16]1[C:21]([C:22]2[N:30]=[C:25]3[CH:26]=[CH:27][CH:28]=[CH:29][N:24]3[N:23]=2)=[N:20][C:19](Br)=[CH:18][N:17]=1)[C:9](=[O:15])[O:10][C:11]([CH3:14])([CH3:13])[CH3:12])=[O:7])([CH3:4])([CH3:3])[CH3:2].CC1(C)C(C)(C)OB([C:40]2[CH2:41][CH2:42][N:43]([C:46]([O:48][C:49]([CH3:52])([CH3:51])[CH3:50])=[O:47])[CH2:44][CH:45]=2)O1.C([O-])([O-])=O.[K+].[K+].CCOC(C)=O.O. The catalyst is CN(C=O)C.Cl[Pd](Cl)([P](C1C=CC=CC=1)(C1C=CC=CC=1)C1C=CC=CC=1)[P](C1C=CC=CC=1)(C1C=CC=CC=1)C1C=CC=CC=1. (7) The product is [CH3:18][O:19][CH2:20][CH2:21][O:22][C@@H:6]1[C@H:7]([OH:12])[C@@H:8]([CH2:10][OH:11])[O:9][C@H:5]1[N:4]1[CH:3]=[C:2]([CH3:1])[C:16](=[O:17])[NH:15][C:14]1=[O:13]. The reactants are [CH3:1][C:2]1[C:16](=[O:17])[N:15]=[C:14]2[N:4]([C@@H:5]3[O:9][C@H:8]([CH2:10][OH:11])[C@@H:7]([OH:12])[C@@H:6]3[O:13]2)[CH:3]=1.[CH3:18][O:19][CH2:20][CH2:21][O:22]B([O:22][CH2:21][CH2:20][O:19][CH3:18])[O:22][CH2:21][CH2:20][O:19][CH3:18]. The yield is 0.630. The catalyst is COCCO.